Dataset: Full USPTO retrosynthesis dataset with 1.9M reactions from patents (1976-2016). Task: Predict the reactants needed to synthesize the given product. (1) Given the product [Si:9]([O:16][CH2:17][CH2:18][N:6]1[CH:7]=[CH:8][C:4]([N+:1]([O-:3])=[O:2])=[N:5]1)([C:12]([CH3:15])([CH3:14])[CH3:13])([CH3:11])[CH3:10], predict the reactants needed to synthesize it. The reactants are: [N+:1]([C:4]1[CH:8]=[CH:7][NH:6][N:5]=1)([O-:3])=[O:2].[Si:9]([O:16][CH2:17][CH2:18]Br)([C:12]([CH3:15])([CH3:14])[CH3:13])([CH3:11])[CH3:10].C(=O)([O-])[O-].[Cs+].[Cs+].CN(C=O)C. (2) Given the product [F:1][C:2]([F:7])([F:6])[C:3]([O-:5])=[O:4].[CH2:53]([N+:19]([CH2:20][CH2:21][NH:22][C:23]([C:25]1[C:30]([NH2:31])=[N:29][C:28]([NH2:32])=[C:27]([Cl:33])[N:26]=1)=[O:24])([CH2:34][CH2:35][CH2:36][C:37]1[CH:42]=[CH:41][C:40]([O:43][CH3:44])=[CH:39][CH:38]=1)[CH2:18][CH2:17][CH2:16][C:13]1[CH:14]=[CH:15][C:10]([O:9][CH3:8])=[CH:11][CH:12]=1)[CH:52]=[CH2:51], predict the reactants needed to synthesize it. The reactants are: [F:1][C:2]([F:7])([F:6])[C:3]([OH:5])=[O:4].[CH3:8][O:9][C:10]1[CH:15]=[CH:14][C:13]([CH2:16][CH2:17][CH2:18][N:19]([CH2:34][CH2:35][CH2:36][C:37]2[CH:42]=[CH:41][C:40]([O:43][CH3:44])=[CH:39][CH:38]=2)[CH2:20][CH2:21][NH:22][C:23]([C:25]2[C:30]([NH2:31])=[N:29][C:28]([NH2:32])=[C:27]([Cl:33])[N:26]=2)=[O:24])=[CH:12][CH:11]=1.C(=O)([O-])[O-].[Na+].[Na+].[CH2:51](Br)[CH:52]=[CH2:53].